Dataset: NCI-60 drug combinations with 297,098 pairs across 59 cell lines. Task: Regression. Given two drug SMILES strings and cell line genomic features, predict the synergy score measuring deviation from expected non-interaction effect. (1) Drug 1: C1=CN(C=N1)CC(O)(P(=O)(O)O)P(=O)(O)O. Drug 2: CN(CC1=CN=C2C(=N1)C(=NC(=N2)N)N)C3=CC=C(C=C3)C(=O)NC(CCC(=O)O)C(=O)O. Cell line: OVCAR3. Synergy scores: CSS=11.2, Synergy_ZIP=1.87, Synergy_Bliss=4.50, Synergy_Loewe=-17.1, Synergy_HSA=-0.657. (2) Synergy scores: CSS=65.2, Synergy_ZIP=-0.758, Synergy_Bliss=-1.18, Synergy_Loewe=-0.185, Synergy_HSA=1.22. Cell line: NCI-H522. Drug 2: C1=NC2=C(N1)C(=S)N=CN2. Drug 1: CC1C(C(CC(O1)OC2CC(OC(C2O)C)OC3=CC4=CC5=C(C(=O)C(C(C5)C(C(=O)C(C(C)O)O)OC)OC6CC(C(C(O6)C)O)OC7CC(C(C(O7)C)O)OC8CC(C(C(O8)C)O)(C)O)C(=C4C(=C3C)O)O)O)O. (3) Drug 1: CS(=O)(=O)CCNCC1=CC=C(O1)C2=CC3=C(C=C2)N=CN=C3NC4=CC(=C(C=C4)OCC5=CC(=CC=C5)F)Cl. Drug 2: C1CN(CCN1C(=O)CCBr)C(=O)CCBr. Cell line: TK-10. Synergy scores: CSS=16.1, Synergy_ZIP=-6.64, Synergy_Bliss=0.0681, Synergy_Loewe=-2.76, Synergy_HSA=0.123. (4) Drug 1: CC1C(C(=O)NC(C(=O)N2CCCC2C(=O)N(CC(=O)N(C(C(=O)O1)C(C)C)C)C)C(C)C)NC(=O)C3=C4C(=C(C=C3)C)OC5=C(C(=O)C(=C(C5=N4)C(=O)NC6C(OC(=O)C(N(C(=O)CN(C(=O)C7CCCN7C(=O)C(NC6=O)C(C)C)C)C)C(C)C)C)N)C. Drug 2: C1CN(P(=O)(OC1)NCCCl)CCCl. Cell line: NCI-H522. Synergy scores: CSS=13.9, Synergy_ZIP=-7.37, Synergy_Bliss=-1.52, Synergy_Loewe=-2.76, Synergy_HSA=-2.68. (5) Drug 1: CCC1(CC2CC(C3=C(CCN(C2)C1)C4=CC=CC=C4N3)(C5=C(C=C6C(=C5)C78CCN9C7C(C=CC9)(C(C(C8N6C)(C(=O)OC)O)OC(=O)C)CC)OC)C(=O)OC)O.OS(=O)(=O)O. Drug 2: C1CC(=O)NC(=O)C1N2C(=O)C3=CC=CC=C3C2=O. Cell line: SW-620. Synergy scores: CSS=1.38, Synergy_ZIP=-0.461, Synergy_Bliss=0.382, Synergy_Loewe=-1.96, Synergy_HSA=0.0450. (6) Drug 1: CC(C1=C(C=CC(=C1Cl)F)Cl)OC2=C(N=CC(=C2)C3=CN(N=C3)C4CCNCC4)N. Drug 2: C1=CC(=C2C(=C1NCCNCCO)C(=O)C3=C(C=CC(=C3C2=O)O)O)NCCNCCO. Cell line: 786-0. Synergy scores: CSS=67.9, Synergy_ZIP=15.6, Synergy_Bliss=17.3, Synergy_Loewe=-10.8, Synergy_HSA=17.7. (7) Cell line: UACC-257. Drug 1: CNC(=O)C1=NC=CC(=C1)OC2=CC=C(C=C2)NC(=O)NC3=CC(=C(C=C3)Cl)C(F)(F)F. Synergy scores: CSS=16.7, Synergy_ZIP=-2.17, Synergy_Bliss=1.78, Synergy_Loewe=-34.6, Synergy_HSA=3.83. Drug 2: CC1=C(C(=O)C2=C(C1=O)N3CC4C(C3(C2COC(=O)N)OC)N4)N. (8) Drug 1: CCC1=CC2CC(C3=C(CN(C2)C1)C4=CC=CC=C4N3)(C5=C(C=C6C(=C5)C78CCN9C7C(C=CC9)(C(C(C8N6C)(C(=O)OC)O)OC(=O)C)CC)OC)C(=O)OC.C(C(C(=O)O)O)(C(=O)O)O. Synergy scores: CSS=46.2, Synergy_ZIP=-5.65, Synergy_Bliss=-1.99, Synergy_Loewe=-9.12, Synergy_HSA=-0.992. Drug 2: CCC1(C2=C(COC1=O)C(=O)N3CC4=CC5=C(C=CC(=C5CN(C)C)O)N=C4C3=C2)O.Cl. Cell line: OVCAR-5. (9) Drug 1: C1CN1C2=NC(=NC(=N2)N3CC3)N4CC4. Drug 2: C1CCC(CC1)NC(=O)N(CCCl)N=O. Cell line: SK-MEL-28. Synergy scores: CSS=8.12, Synergy_ZIP=-3.54, Synergy_Bliss=2.47, Synergy_Loewe=-4.53, Synergy_HSA=1.38. (10) Drug 1: CC1OCC2C(O1)C(C(C(O2)OC3C4COC(=O)C4C(C5=CC6=C(C=C35)OCO6)C7=CC(=C(C(=C7)OC)O)OC)O)O. Drug 2: CCN(CC)CCCC(C)NC1=C2C=C(C=CC2=NC3=C1C=CC(=C3)Cl)OC. Cell line: EKVX. Synergy scores: CSS=19.7, Synergy_ZIP=-6.65, Synergy_Bliss=-4.48, Synergy_Loewe=-0.953, Synergy_HSA=-0.523.